Dataset: Reaction yield outcomes from USPTO patents with 853,638 reactions. Task: Predict the reaction yield, written as a fraction of the theoretical maximum amount of product (1.0 means a 100% yield; for example, 0.34 means a 34% yield). (1) The reactants are [CH3:1][O:2][C@@H:3]1[CH2:11][N:10]2[C@H:5]([CH2:6][C:7](=[O:17])[CH:8](C(OC)=O)[C:9]2=[O:12])[CH2:4]1.C(=O)([O-])O.[Na+]. The catalyst is C(O)(=O)C. The product is [CH3:1][O:2][C@@H:3]1[CH2:11][N:10]2[C@H:5]([CH2:6][C:7](=[O:17])[CH2:8][C:9]2=[O:12])[CH2:4]1. The yield is 0.820. (2) The reactants are [C:1]1(C)[CH:6]=[CH:5][CH:4]=[CH:3][CH:2]=1.C(=O)([O-])[O-].[Cs+].[Cs+].[CH3:14][O:15][C:16](=[O:28])[C:17]1[C:22]([F:23])=[C:21]([F:24])[C:20](Br)=[C:19]([F:26])[C:18]=1[F:27].C1(B(O)O)C=CC=CC=1. The catalyst is O. The product is [CH3:14][O:15][C:16]([C:17]1[C:22]([F:23])=[C:21]([F:24])[C:20]([C:1]2[CH:6]=[CH:5][CH:4]=[CH:3][CH:2]=2)=[C:19]([F:26])[C:18]=1[F:27])=[O:28]. The yield is 0.886. (3) No catalyst specified. The product is [CH3:53][O:52][C:51](=[O:54])[NH:50][C@@H:46]([CH:47]1[CH2:49][CH2:64][O:63][CH2:62][CH2:48]1)[C:45]([N:41]1[CH2:42][CH2:43][CH2:44][CH:40]1[C:38]1[NH:39][C:35]([C:30]2[CH:31]=[C:32]3[CH2:33][O:34][C:21]4[CH:20]=[C:19]5[C:24]([CH:25]=[CH:26][C:16]6[N:15]=[C:14]([C@H:13]7[N:9]([C:7](=[O:8])[C@@H:6]([NH:5][C:3]([O:2][CH3:1])=[O:4])[CH:59]([CH3:61])[CH3:60])[C@H:10]8[CH2:58][CH2:57][CH2:56][C@H:11]8[CH2:12]7)[NH:18][C:17]=65)=[CH:23][C:22]=4[C:27]3=[CH:28][CH:29]=2)=[CH:36][N:37]=1)=[O:55]. The reactants are [CH3:1][O:2][C:3]([NH:5][C@@H:6]([CH:59]([CH3:61])[CH3:60])[C:7]([N:9]1[C@H:13]([C:14]2[NH:18][C:17]3[C:19]4[C:24]([CH:25]=[CH:26][C:16]=3[N:15]=2)=[CH:23][C:22]2[C:27]3[C:32]([CH2:33][O:34][C:21]=2[CH:20]=4)=[CH:31][C:30]([C:35]2[NH:39][C:38]([CH:40]4[CH2:44][CH2:43][CH2:42][N:41]4[C:45](=[O:55])[C@@H:46]([NH:50][C:51](=[O:54])[O:52][CH3:53])[CH:47]([CH3:49])[CH3:48])=[N:37][CH:36]=2)=[CH:29][CH:28]=3)[CH2:12][C@@H:11]2[CH2:56][CH2:57][CH2:58][C@H:10]12)=[O:8])=[O:4].[CH3:62][O:63][C:64](N[C@@H](C(C)C)C(O)=O)=O. The yield is 0.560. (4) The reactants are [I:1][C:2]1[C:7]([CH3:8])=[CH:6][C:5]([NH:9][C:10](=[O:13])[CH:11]=[CH2:12])=[C:4]([CH3:14])[CH:3]=1.CN(C)C=O.[NH:20]1[CH2:25][CH2:24][CH:23]([O:26][C:27](=[O:41])[NH:28][C:29]2[CH:34]=[CH:33][CH:32]=[CH:31][C:30]=2[C:35]2[CH:40]=[CH:39][CH:38]=[CH:37][CH:36]=2)[CH2:22][CH2:21]1. The catalyst is C(O)(C)C. The product is [I:1][C:2]1[C:7]([CH3:8])=[CH:6][C:5]([NH:9][C:10]([CH2:11][CH2:12][N:20]2[CH2:21][CH2:22][CH:23]([O:26][C:27](=[O:41])[NH:28][C:29]3[CH:34]=[CH:33][CH:32]=[CH:31][C:30]=3[C:35]3[CH:40]=[CH:39][CH:38]=[CH:37][CH:36]=3)[CH2:24][CH2:25]2)=[O:13])=[C:4]([CH3:14])[CH:3]=1. The yield is 0.790. (5) The reactants are [C:1]([O:4][CH2:5][CH:6]=[CH:7][C:8]1[NH:9][C:10]2[C:15]([CH:16]=1)=[CH:14][CH:13]=[CH:12][CH:11]=2)(=[O:3])[CH3:2].[C:17]1([C:23]([C:37]2[CH:42]=[CH:41][CH:40]=[CH:39][CH:38]=2)([C:31]2[CH:36]=[CH:35][CH:34]=[CH:33][CH:32]=2)[N:24]2[C:28](=[O:29])[CH:27]=[CH:26][C:25]2=[O:30])[CH:22]=[CH:21][CH:20]=[CH:19][CH:18]=1.C(C1C(=O)C(Cl)=C(Cl)C(=O)C=1C#N)#N. No catalyst specified. The product is [C:1]([O:4][CH2:5][C:6]1[C:26]2[C:25](=[O:30])[N:24]([C:23]([C:17]3[CH:22]=[CH:21][CH:20]=[CH:19][CH:18]=3)([C:31]3[CH:32]=[CH:33][CH:34]=[CH:35][CH:36]=3)[C:37]3[CH:42]=[CH:41][CH:40]=[CH:39][CH:38]=3)[C:28](=[O:29])[C:27]=2[C:16]2[C:15]3[CH:14]=[CH:13][CH:12]=[CH:11][C:10]=3[NH:9][C:8]=2[CH:7]=1)(=[O:3])[CH3:2]. The yield is 0.560. (6) The reactants are [N+:1]([C:4]1[CH:5]=[C:6]2[C:10](=[CH:11][CH:12]=1)[NH:9][CH2:8][CH2:7]2)([O-:3])=[O:2].[C:13](Cl)(=[O:15])[CH3:14]. The catalyst is C(Cl)Cl. The product is [N+:1]([C:4]1[CH:5]=[C:6]2[C:10](=[CH:11][CH:12]=1)[N:9]([C:13](=[O:15])[CH3:14])[CH2:8][CH2:7]2)([O-:3])=[O:2]. The yield is 0.850. (7) The reactants are O.[S-2].[Na+].[Na+].[S].[CH2:6]([O:8][C:9]1[CH:14]=[CH:13][CH:12]=[CH:11][C:10]=1[C:15]1[CH:20]=[CH:19][C:18]([N+:21]([O-])=O)=[CH:17][C:16]=1[N+:24]([O-:26])=[O:25])[CH3:7].[Na+].[Cl-]. The catalyst is O. The product is [CH2:6]([O:8][C:9]1[CH:14]=[CH:13][CH:12]=[CH:11][C:10]=1[C:15]1[CH:20]=[CH:19][C:18]([NH2:21])=[CH:17][C:16]=1[N+:24]([O-:26])=[O:25])[CH3:7]. The yield is 0.950. (8) The reactants are CS([O:5][CH2:6][CH:7]1[CH2:12][CH2:11][C:10]([F:14])([F:13])[CH2:9][CH2:8]1)(=O)=O.O[C:16]1[CH:17]=[C:18]([CH:21]=[CH:22][CH:23]=1)[CH:19]=[O:20].C([O-])([O-])=O.[K+].[K+].CN1C(=O)CCC1. The catalyst is O. The product is [F:13][C:10]1([F:14])[CH2:11][CH2:12][CH:7]([CH2:6][O:5][C:16]2[CH:17]=[C:18]([CH:21]=[CH:22][CH:23]=2)[CH:19]=[O:20])[CH2:8][CH2:9]1. The yield is 0.200.